This data is from Peptide-MHC class II binding affinity with 134,281 pairs from IEDB. The task is: Regression. Given a peptide amino acid sequence and an MHC pseudo amino acid sequence, predict their binding affinity value. This is MHC class II binding data. (1) The binding affinity (normalized) is 0.680. The peptide sequence is YDKFLANVSTLLTGK. The MHC is DRB1_0404 with pseudo-sequence DRB1_0404. (2) The peptide sequence is KKGAGGITIKKTGQA. The MHC is DRB1_0901 with pseudo-sequence DRB1_0901. The binding affinity (normalized) is 0.144. (3) The peptide sequence is YPKYVKQNTLKLAT. The binding affinity (normalized) is 0.219. The MHC is HLA-DPA10103-DPB10401 with pseudo-sequence HLA-DPA10103-DPB10401. (4) The peptide sequence is YSDRGWGNGCGLFGK. The MHC is DRB3_0301 with pseudo-sequence DRB3_0301. The binding affinity (normalized) is 0.334. (5) The MHC is HLA-DPA10201-DPB10501 with pseudo-sequence HLA-DPA10201-DPB10501. The peptide sequence is PQHMLMRVAVGIHQW. The binding affinity (normalized) is 0. (6) The peptide sequence is QAVELTARLNSLGEA. The MHC is DRB5_0101 with pseudo-sequence DRB5_0101. The binding affinity (normalized) is 0.0337. (7) The peptide sequence is YDKFFANVSTVLTGK. The MHC is DRB1_1001 with pseudo-sequence DRB1_1001. The binding affinity (normalized) is 0.717. (8) The peptide sequence is INAPTAAAIAYGLDR. The MHC is HLA-DQA10102-DQB10602 with pseudo-sequence HLA-DQA10102-DQB10602. The binding affinity (normalized) is 0.794. (9) The peptide sequence is PTKWDNSFLEI. The MHC is DRB5_0101 with pseudo-sequence DRB5_0101. The binding affinity (normalized) is 0.0856.